Task: Predict the reaction yield, written as a fraction of the theoretical maximum amount of product (1.0 means a 100% yield; for example, 0.34 means a 34% yield).. Dataset: Reaction yield outcomes from USPTO patents with 853,638 reactions (1) The reactants are C[O:2][C:3]1[C:8]2[NH:9][C:10]([C:12]3[S:13][CH:14]=[CH:15][CH:16]=3)=[N:11][C:7]=2[C:6]([C:17]([NH:19][CH2:20][CH:21]2[CH2:26][CH2:25][CH2:24][CH2:23][N:22]2C(OC(C)(C)C)=O)=[O:18])=[CH:5][CH:4]=1.B(Br)(Br)Br. No catalyst specified. The product is [OH:2][C:3]1[C:8]2[NH:9][C:10]([C:12]3[S:13][CH:14]=[CH:15][CH:16]=3)=[N:11][C:7]=2[C:6]([C:17]([NH:19][CH2:20][CH:21]2[CH2:26][CH2:25][CH2:24][CH2:23][NH:22]2)=[O:18])=[CH:5][CH:4]=1. The yield is 0.440. (2) The reactants are [Cl:1][C:2]1[CH:3]=[C:4]([CH:7]=[CH:8][C:9]=1[C:10]1[CH:19]=[CH:18][C:17]2[C:12](=[CH:13][CH:14]=[C:15]([OH:20])[CH:16]=2)[N:11]=1)[C:5]#[N:6].[N-:21]=[N+:22]=[N-:23].[Na+].[Li+].[Cl-]. The catalyst is COCCOCCO. The product is [Cl:1][C:2]1[CH:3]=[C:4]([C:5]2[N:21]=[N:22][NH:23][N:6]=2)[CH:7]=[CH:8][C:9]=1[C:10]1[CH:19]=[CH:18][C:17]2[C:12](=[CH:13][CH:14]=[C:15]([OH:20])[CH:16]=2)[N:11]=1. The yield is 0.120. (3) The reactants are [CH3:1][N:2]1[CH2:7][CH2:6][C:5]([C:10]2[CH:15]=[CH:14][CH:13]=[CH:12][N:11]=2)([C:8]#[N:9])[CH2:4][CH2:3]1.[H-].[Al+3].[Li+].[H-].[H-].[H-]. The catalyst is O1CCCC1. The product is [CH3:1][N:2]1[CH2:7][CH2:6][C:5]([CH2:8][NH2:9])([C:10]2[CH:15]=[CH:14][CH:13]=[CH:12][N:11]=2)[CH2:4][CH2:3]1. The yield is 0.930. (4) The reactants are [NH2:1][C:2]1[C:7]([F:8])=[CH:6][N:5]([S:9]([C:12]2[CH:17]=[CH:16][C:15]([O:18][CH3:19])=[CH:14][CH:13]=2)(=[O:11])=[O:10])[C:4](=[O:20])[N:3]=1.[C:21](=O)([O-])[O-].[K+].[K+].CN(C)C=O.IC. The catalyst is CCOC(C)=O. The product is [F:8][C:7]1[C:2](=[NH:1])[N:3]([CH3:21])[C:4](=[O:20])[N:5]([S:9]([C:12]2[CH:13]=[CH:14][C:15]([O:18][CH3:19])=[CH:16][CH:17]=2)(=[O:10])=[O:11])[CH:6]=1. The yield is 0.120.